Dataset: Rat liver microsome stability data. Task: Regression/Classification. Given a drug SMILES string, predict its absorption, distribution, metabolism, or excretion properties. Task type varies by dataset: regression for continuous measurements (e.g., permeability, clearance, half-life) or binary classification for categorical outcomes (e.g., BBB penetration, CYP inhibition). Dataset: rlm. The molecule is CC(C)(NC(=O)c1nn(-c2ccccn2)c2c1C[C@H]1C[C@@H]21)c1ccccc1. The result is 1 (stable in rat liver microsomes).